From a dataset of Reaction yield outcomes from USPTO patents with 853,638 reactions. Predict the reaction yield, written as a fraction of the theoretical maximum amount of product (1.0 means a 100% yield; for example, 0.34 means a 34% yield). (1) The reactants are C([O:3][C:4]([C:6]1[N:14]([CH3:15])[C:13]2[CH:12]=[CH:11][N:10]=[CH:9][C:8]=2[C:7]=1[NH:16][C:17]1[CH:22]=[CH:21][C:20]([I:23])=[CH:19][C:18]=1[F:24])=[O:5])C. The catalyst is [OH-].[Na+]. The product is [F:24][C:18]1[CH:19]=[C:20]([I:23])[CH:21]=[CH:22][C:17]=1[NH:16][C:7]1[C:8]2[CH:9]=[N:10][CH:11]=[CH:12][C:13]=2[N:14]([CH3:15])[C:6]=1[C:4]([OH:5])=[O:3]. The yield is 0.920. (2) The reactants are C[O:2][C:3]([CH:5]1[CH2:9][CH:8]([CH2:10][CH2:11][C:12]([F:16])([F:15])[CH2:13][CH3:14])[CH2:7][N:6]1[C:17]([O:19][C:20]([CH3:23])([CH3:22])[CH3:21])=[O:18])=[O:4].O.[OH-].[Li+]. The catalyst is C1COCC1.O. The product is [C:20]([O:19][C:17]([N:6]1[CH2:7][CH:8]([CH2:10][CH2:11][C:12]([F:15])([F:16])[CH2:13][CH3:14])[CH2:9][CH:5]1[C:3]([OH:4])=[O:2])=[O:18])([CH3:21])([CH3:22])[CH3:23]. The yield is 0.990. (3) The reactants are [C:1]1([CH:7]([CH3:12])[CH2:8][C:9]([OH:11])=O)[CH:6]=[CH:5][CH:4]=[CH:3][CH:2]=1.Cl.[CH3:14][C:15]1[C:19]([CH2:20][N:21]2[CH:25]=[C:24]([NH2:26])[CH:23]=[N:22]2)=[C:18]([CH3:27])[O:17][N:16]=1. No catalyst specified. The product is [CH3:14][C:15]1[C:19]([CH2:20][N:21]2[CH:25]=[C:24]([NH:26][C:9](=[O:11])[CH2:8][CH:7]([C:1]3[CH:2]=[CH:3][CH:4]=[CH:5][CH:6]=3)[CH3:12])[CH:23]=[N:22]2)=[C:18]([CH3:27])[O:17][N:16]=1. The yield is 0.0600. (4) The reactants are [NH2:1][C@H:2]1[CH2:7][CH2:6][N:5]([C:8]2[CH:9]=[C:10]([CH:15]=[C:16]([O:18][CH3:19])[CH:17]=2)[C:11]([O:13][CH3:14])=[O:12])[CH2:4][C@H:3]1[O:20][CH3:21].[Cl:22][C:23]1[N:24]=[C:25]([C:30](O)=[O:31])[NH:26][C:27]=1[CH2:28][CH3:29].CCN=C=NCCCN(C)C.Cl.C1C=CC2N(O)N=NC=2C=1. The catalyst is CC(N(C)C)=O.ClCCl. The product is [Cl:22][C:23]1[N:24]=[C:25]([C:30]([NH:1][C@H:2]2[CH2:7][CH2:6][N:5]([C:8]3[CH:9]=[C:10]([CH:15]=[C:16]([O:18][CH3:19])[CH:17]=3)[C:11]([O:13][CH3:14])=[O:12])[CH2:4][C@H:3]2[O:20][CH3:21])=[O:31])[NH:26][C:27]=1[CH2:28][CH3:29]. The yield is 0.880. (5) The reactants are [C:1]([CH:5]1[O:18][CH2:17][CH:16]2[CH:7]([O:8][C:9](=O)[C:10]3[C:15]2=[N:14][C:13]([CH3:19])=[CH:12][CH:11]=3)[CH2:6]1)([CH3:4])([CH3:3])[CH3:2].CO.[NH3:23]. No catalyst specified. The product is [C:1]([CH:5]1[O:18][CH2:17][C:16]2[C:15]3[C:10](=[CH:11][CH:12]=[C:13]([CH3:19])[N:14]=3)[C:9](=[O:8])[NH:23][C:7]=2[CH2:6]1)([CH3:4])([CH3:3])[CH3:2]. The yield is 0.497. (6) The reactants are [C:1]([O:5][C:6]([NH:8][C:9]([CH3:14])([CH3:13])[C:10]([OH:12])=O)=[O:7])([CH3:4])([CH3:3])[CH3:2].CCN=C=NCCCN(C)C.Cl.[F:27][C:28]([F:32])([F:31])[CH2:29][NH2:30]. The catalyst is C(Cl)Cl.CN(C1C=CN=CC=1)C. The product is [CH3:13][C:9]([NH:8][C:6](=[O:7])[O:5][C:1]([CH3:2])([CH3:3])[CH3:4])([CH3:14])[C:10](=[O:12])[NH:30][CH2:29][C:28]([F:32])([F:31])[F:27]. The yield is 0.460.